From a dataset of NCI-60 drug combinations with 297,098 pairs across 59 cell lines. Regression. Given two drug SMILES strings and cell line genomic features, predict the synergy score measuring deviation from expected non-interaction effect. (1) Drug 1: CC1C(C(=O)NC(C(=O)N2CCCC2C(=O)N(CC(=O)N(C(C(=O)O1)C(C)C)C)C)C(C)C)NC(=O)C3=C4C(=C(C=C3)C)OC5=C(C(=O)C(=C(C5=N4)C(=O)NC6C(OC(=O)C(N(C(=O)CN(C(=O)C7CCCN7C(=O)C(NC6=O)C(C)C)C)C)C(C)C)C)N)C. Drug 2: CCC1(C2=C(COC1=O)C(=O)N3CC4=CC5=C(C=CC(=C5CN(C)C)O)N=C4C3=C2)O.Cl. Cell line: SF-295. Synergy scores: CSS=53.7, Synergy_ZIP=-1.24, Synergy_Bliss=-2.05, Synergy_Loewe=-3.46, Synergy_HSA=0.489. (2) Drug 1: CCCS(=O)(=O)NC1=C(C(=C(C=C1)F)C(=O)C2=CNC3=C2C=C(C=N3)C4=CC=C(C=C4)Cl)F. Drug 2: CC1C(C(CC(O1)OC2CC(CC3=C2C(=C4C(=C3O)C(=O)C5=C(C4=O)C(=CC=C5)OC)O)(C(=O)C)O)N)O.Cl. Cell line: CAKI-1. Synergy scores: CSS=55.7, Synergy_ZIP=7.16, Synergy_Bliss=9.34, Synergy_Loewe=-10.6, Synergy_HSA=11.5. (3) Drug 1: C1CC(C1)(C(=O)O)C(=O)O.[NH2-].[NH2-].[Pt+2]. Drug 2: CC1=C(N=C(N=C1N)C(CC(=O)N)NCC(C(=O)N)N)C(=O)NC(C(C2=CN=CN2)OC3C(C(C(C(O3)CO)O)O)OC4C(C(C(C(O4)CO)O)OC(=O)N)O)C(=O)NC(C)C(C(C)C(=O)NC(C(C)O)C(=O)NCCC5=NC(=CS5)C6=NC(=CS6)C(=O)NCCC[S+](C)C)O. Cell line: CCRF-CEM. Synergy scores: CSS=34.7, Synergy_ZIP=-6.22, Synergy_Bliss=-1.21, Synergy_Loewe=-4.77, Synergy_HSA=-2.98.